Dataset: Forward reaction prediction with 1.9M reactions from USPTO patents (1976-2016). Task: Predict the product of the given reaction. (1) Given the reactants [NH2:1][C:2]1[N:7]=[C:6](/[C:8](=[C:11]2\[NH:12][C:13]3[CH:21]=[CH:20][CH:19]=[CH:18][C:14]=3[N:15]\2[CH2:16][CH3:17])/[C:9]#[N:10])[C:5]([CH3:22])=[CH:4][N:3]=1.[CH3:23][C:24]([O:27][C:28]([N:30]1[C@H:34]([C:35](O)=[O:36])[CH:33]=[CH:32][CH2:31]1)=[O:29])([CH3:26])[CH3:25], predict the reaction product. The product is: [C:9](/[C:8](=[C:11]1/[NH:12][C:13]2[CH:21]=[CH:20][CH:19]=[CH:18][C:14]=2[N:15]/1[CH2:16][CH3:17])/[C:6]1[C:5]([CH3:22])=[CH:4][N:3]=[C:2]([NH:1][C:35]([C@@H:34]2[CH:33]=[CH:32][CH2:31][N:30]2[C:28]([O:27][C:24]([CH3:26])([CH3:25])[CH3:23])=[O:29])=[O:36])[N:7]=1)#[N:10]. (2) The product is: [Cl:11][C:10]1[N:9]([CH2:12][CH2:13][CH2:14][O:15][CH3:16])[N:8]=[CH:7][C:6]=1[C:4]([OH:5])=[O:3]. Given the reactants C([O:3][C:4]([C:6]1[CH:7]=[N:8][N:9]([CH2:12][CH2:13][CH2:14][O:15][CH3:16])[C:10]=1[Cl:11])=[O:5])C.[OH-].[Li+], predict the reaction product.